This data is from Reaction yield outcomes from USPTO patents with 853,638 reactions. The task is: Predict the reaction yield, written as a fraction of the theoretical maximum amount of product (1.0 means a 100% yield; for example, 0.34 means a 34% yield). (1) The reactants are [C:1]([NH:4][CH2:5][CH2:6][CH2:7][S:8]([O:11][CH2:12][C:13]([CH3:30])([CH3:29])[C@@H:14]([O:21]CC1C=CC=CC=1)[C:15]([O:17][CH:18]([CH3:20])[CH3:19])=[O:16])(=[O:10])=[O:9])(=[O:3])[CH3:2]. The catalyst is [Pd].C(O)C. The product is [C:1]([NH:4][CH2:5][CH2:6][CH2:7][S:8]([O:11][CH2:12][C:13]([CH3:29])([CH3:30])[C@@H:14]([OH:21])[C:15]([O:17][CH:18]([CH3:19])[CH3:20])=[O:16])(=[O:9])=[O:10])(=[O:3])[CH3:2]. The yield is 0.630. (2) The reactants are Cl[C:2]1[N:7]=[C:6]([C:8]([O:10][CH3:11])=[O:9])[CH:5]=[C:4]([CH3:12])[N:3]=1.[C:13]([NH2:18])(=[O:17])[CH:14]([CH3:16])[CH3:15]. No catalyst specified. The product is [C:13]([NH:18][C:2]1[N:7]=[C:6]([C:8]([O:10][CH3:11])=[O:9])[CH:5]=[C:4]([CH3:12])[N:3]=1)(=[O:17])[CH:14]([CH3:16])[CH3:15]. The yield is 0.880. (3) The reactants are [C:1]([O:5][C:6](=[O:30])[C@@H:7]([NH:22][C:23]([O:25][C:26]([CH3:29])([CH3:28])[CH3:27])=[O:24])[CH2:8][CH2:9][CH2:10][NH:11][CH:12]1[C:21]2[N:20]=[CH:19][CH:18]=[CH:17][C:16]=2[CH2:15][CH2:14][CH2:13]1)([CH3:4])([CH3:3])[CH3:2].[C:31]([O:35][C:36]([N:38]1[C:42]2[CH:43]=[CH:44][CH:45]=[CH:46][C:41]=2[N:40]=[C:39]1[CH2:47]Cl)=[O:37])([CH3:34])([CH3:33])[CH3:32].C(N(CC)C(C)C)(C)C. The catalyst is CC#N. The product is [C:31]([O:35][C:36]([N:38]1[C:42]2[CH:43]=[CH:44][CH:45]=[CH:46][C:41]=2[N:40]=[C:39]1[CH2:47][N:11]([CH2:10][CH2:9][CH2:8][CH:7]([C:6]([O:5][C:1]([CH3:4])([CH3:3])[CH3:2])=[O:30])[NH:22][C:23]([O:25][C:26]([CH3:29])([CH3:28])[CH3:27])=[O:24])[CH:12]1[C:21]2[N:20]=[CH:19][CH:18]=[CH:17][C:16]=2[CH2:15][CH2:14][CH2:13]1)=[O:37])([CH3:34])([CH3:33])[CH3:32]. The yield is 0.770.